This data is from Reaction yield outcomes from USPTO patents with 853,638 reactions. The task is: Predict the reaction yield, written as a fraction of the theoretical maximum amount of product (1.0 means a 100% yield; for example, 0.34 means a 34% yield). (1) The reactants are [C:1]([O:4][CH2:5][C:6]1[C:7]([N:31]2[CH2:43][CH2:42][N:34]3[C:35]4[CH2:36][CH2:37][CH2:38][CH2:39][C:40]=4[CH:41]=[C:33]3[C:32]2=[O:44])=[N:8][CH:9]=[CH:10][C:11]=1[C:12]1[CH:17]=[C:16]([NH:18][C:19]2[CH:28]=[C:22]3[CH2:23][N:24]([CH3:27])[CH2:25][CH2:26][N:21]3[N:20]=2)[C:15](=[O:29])[N:14]([CH3:30])[CH:13]=1)(=[O:3])[CH3:2].[C:45]([O:48][CH2:49]C1C(N2CCN3C4CCCCC=4C=C3C2=O)=NC=CC=1B1OC(C)(C)C(C)(C)O1)(=O)C.BrC1C=C(NC2C=C3CN(C4COC4)CCN3N=2)C(=O)N(C)C=1. No catalyst specified. The product is [C:1]([O:4][CH2:5][C:6]1[C:7]([N:31]2[CH2:43][CH2:42][N:34]3[C:35]4[CH2:36][CH2:37][CH2:38][CH2:39][C:40]=4[CH:41]=[C:33]3[C:32]2=[O:44])=[N:8][CH:9]=[CH:10][C:11]=1[C:12]1[CH:17]=[C:16]([NH:18][C:19]2[CH:28]=[C:22]3[CH2:23][N:24]([CH:27]4[CH2:49][O:48][CH2:45]4)[CH2:25][CH2:26][N:21]3[N:20]=2)[C:15](=[O:29])[N:14]([CH3:30])[CH:13]=1)(=[O:3])[CH3:2]. The yield is 0.600. (2) The reactants are [C:1](Cl)(=[O:3])[CH3:2].[N+:5]([C:8]1[CH:9]=[CH:10][C:11]2[CH2:17][CH2:16][CH2:15][CH2:14][NH:13][C:12]=2[CH:18]=1)([O-:7])=[O:6].C([O-])(O)=O.[Na+]. The catalyst is C(Cl)Cl. The product is [N+:5]([C:8]1[CH:9]=[CH:10][C:11]2[CH2:17][CH2:16][CH2:15][CH2:14][N:13]([C:1](=[O:3])[CH3:2])[C:12]=2[CH:18]=1)([O-:7])=[O:6]. The yield is 0.800. (3) The reactants are [NH2:1][C:2]1[CH:25]=[CH:24][C:5]([O:6][C:7]2[C:16]3[C:11](=[CH:12][C:13]([O:19][CH2:20][C@H:21]4[CH2:23][O:22]4)=[C:14]([C:17]#[N:18])[CH:15]=3)[N:10]=[CH:9][CH:8]=2)=[CH:4][CH:3]=1.C1(O[C:33](=[O:40])[NH:34][C:35]2[S:36][CH:37]=[CH:38][N:39]=2)C=CC=CC=1.C(OCC)(=O)C.O1CCCC1.[NH:52]1[CH2:56][CH2:55][CH2:54][CH2:53]1. The catalyst is CS(C)=O.CN(C)C=O.CO.C(OCC)(=O)C.O. The product is [C:17]([C:14]1[CH:15]=[C:16]2[C:11](=[CH:12][C:13]=1[O:19][CH2:20][C@H:21]([OH:22])[CH2:23][N:52]1[CH2:56][CH2:55][CH2:54][CH2:53]1)[N:10]=[CH:9][CH:8]=[C:7]2[O:6][C:5]1[CH:4]=[CH:3][C:2]([NH:1][C:33]([NH:34][C:35]2[S:36][CH:37]=[CH:38][N:39]=2)=[O:40])=[CH:25][CH:24]=1)#[N:18]. The yield is 0.0900. (4) The reactants are [H-].[Na+].[C:3]([O:11][CH2:12][CH3:13])(=[O:10])[CH2:4][C:5]([O:7][CH2:8][CH3:9])=[O:6].[Br:14][C:15]([F:23])([F:22])[C:16]([F:21])([F:20])[CH2:17][CH2:18]I.Cl. The yield is 0.740. The product is [CH2:12]([O:11][C:3](=[O:10])[CH:4]([CH2:18][CH2:17][C:16]([F:21])([F:20])[C:15]([Br:14])([F:23])[F:22])[C:5]([O:7][CH2:8][CH3:9])=[O:6])[CH3:13]. The catalyst is CN(C)C=O. (5) The catalyst is [Pd].CCO.O. The yield is 0.920. The product is [NH2:26][C:23]1[CH:24]=[CH:25][C:20]([O:19][C:13]2[C:12]3[C:17](=[CH:18][C:9]([OH:8])=[CH:10][CH:11]=3)[N:16]=[CH:15][CH:14]=2)=[C:21]([F:29])[CH:22]=1. The reactants are C([O:8][C:9]1[CH:18]=[C:17]2[C:12]([C:13]([O:19][C:20]3[CH:25]=[CH:24][C:23]([N+:26]([O-])=O)=[CH:22][C:21]=3[F:29])=[CH:14][CH:15]=[N:16]2)=[CH:11][CH:10]=1)C1C=CC=CC=1.C([O-])=O.[NH4+].